From a dataset of Forward reaction prediction with 1.9M reactions from USPTO patents (1976-2016). Predict the product of the given reaction. (1) The product is: [NH2:26][CH:6]([C:5]1[CH:8]=[CH:9][C:2]([F:1])=[CH:3][C:4]=1[N+:10]([O-:12])=[O:11])[CH2:17][C:16]([OH:22])=[O:21]. Given the reactants [F:1][C:2]1[CH:9]=[CH:8][C:5]([CH:6]=O)=[C:4]([N+:10]([O-:12])=[O:11])[CH:3]=1.C(O)=O.[C:16]([OH:22])(=[O:21])[CH2:17]C(O)=O.C([O-])=O.[NH4+:26].Cl, predict the reaction product. (2) Given the reactants [F:1][C:2]1[CH:7]=[CH:6][C:5]([CH2:8][C:9](N)=[O:10])=[CH:4][C:3]=1[CH3:12].Cl.[CH2:14]([OH:16])[CH3:15], predict the reaction product. The product is: [F:1][C:2]1[CH:7]=[CH:6][C:5]([CH2:8][C:9]([O:16][CH2:14][CH3:15])=[O:10])=[CH:4][C:3]=1[CH3:12].